Dataset: Reaction yield outcomes from USPTO patents with 853,638 reactions. Task: Predict the reaction yield, written as a fraction of the theoretical maximum amount of product (1.0 means a 100% yield; for example, 0.34 means a 34% yield). (1) The reactants are [Cl:1][C:2]1[CH:7]=[CH:6][C:5]([C:8]2[C:13]([C:14]3[CH:19]=[CH:18][CH:17]=[CH:16][N:15]=3)=[CH:12][CH:11]=[C:10]([C:20](OC)=[O:21])[N:9]=2)=[CH:4][C:3]=1[O:24][CH2:25][CH2:26][CH2:27][N:28]([CH3:30])[CH3:29].[NH2:31][C:32]1([C:42]([OH:44])=[O:43])[CH:39]2[CH2:40][CH:35]3[CH2:36][CH:37]([CH2:41][CH:33]1[CH2:34]3)[CH2:38]2. No catalyst specified. The product is [ClH:1].[Cl:1][C:2]1[CH:7]=[CH:6][C:5]([C:8]2[C:13]([C:14]3[CH:19]=[CH:18][CH:17]=[CH:16][N:15]=3)=[CH:12][CH:11]=[C:10]([C:20]([NH:31][C:32]3([C:42]([OH:44])=[O:43])[CH:39]4[CH2:38][CH:37]5[CH2:36][CH:35]([CH2:34][CH:33]3[CH2:41]5)[CH2:40]4)=[O:21])[N:9]=2)=[CH:4][C:3]=1[O:24][CH2:25][CH2:26][CH2:27][N:28]([CH3:30])[CH3:29]. The yield is 0.480. (2) The product is [Br:19][C:7]1[C:6]2[N:1]=[CH:2][N:3]=[CH:4][C:5]=2[C:10](=[O:11])[NH:9][CH:8]=1. The catalyst is CN(C=O)C. The reactants are [N:1]1[C:6]2[CH:7]=[CH:8][NH:9][C:10](=[O:11])[C:5]=2[CH:4]=[N:3][CH:2]=1.C1C(=O)N([Br:19])C(=O)C1. The yield is 0.716. (3) The reactants are [Br:1][C:2]1[CH:3]=[C:4]([NH2:18])[C:5]([NH2:17])=[CH:6][C:7]=1[O:8][C:9]1[CH:14]=[CH:13][C:12]([F:15])=[CH:11][C:10]=1[F:16].C1N=CN([C:24](N2C=NC=C2)=[O:25])C=1. The catalyst is C(OCC)(=O)C. The product is [Br:1][C:2]1[C:7]([O:8][C:9]2[CH:14]=[CH:13][C:12]([F:15])=[CH:11][C:10]=2[F:16])=[CH:6][C:5]2[NH:17][C:24](=[O:25])[NH:18][C:4]=2[CH:3]=1. The yield is 0.390. (4) The reactants are [CH3:1][C:2]1([CH3:22])[CH2:7][NH:6][CH:5]([CH2:8][C:9]([NH:11][C:12]2[CH:17]=[CH:16][C:15]([CH:18]([CH3:20])[CH3:19])=[CH:14][CH:13]=2)=[O:10])[C:4](=[O:21])[O:3]1.[CH:23](=O)[CH2:24][CH3:25].C([BH3-])#N.[Na+].C(O)(=O)C. The catalyst is O1CCCC1.C(#N)C. The product is [CH3:22][C:2]1([CH3:1])[CH2:7][N:6]([CH2:23][CH2:24][CH3:25])[CH:5]([CH2:8][C:9]([NH:11][C:12]2[CH:17]=[CH:16][C:15]([CH:18]([CH3:19])[CH3:20])=[CH:14][CH:13]=2)=[O:10])[C:4](=[O:21])[O:3]1. The yield is 0.400.